Dataset: Reaction yield outcomes from USPTO patents with 853,638 reactions. Task: Predict the reaction yield, written as a fraction of the theoretical maximum amount of product (1.0 means a 100% yield; for example, 0.34 means a 34% yield). The reactants are [Br:1][C:2]1[CH:10]=[C:6]([C:7]([OH:9])=O)[C:5]([OH:11])=[CH:4][CH:3]=1.[O:12]1[CH2:17][CH2:16][N:15]([C:18]2[CH:24]=[CH:23][C:22]([C:25]([F:28])([F:27])[F:26])=[CH:21][C:19]=2[NH2:20])[CH2:14][CH2:13]1. No catalyst specified. The product is [Br:1][C:2]1[CH:3]=[CH:4][C:5]([OH:11])=[C:6]([CH:10]=1)[C:7]([NH:20][C:19]1[CH:21]=[C:22]([C:25]([F:26])([F:27])[F:28])[CH:23]=[CH:24][C:18]=1[N:15]1[CH2:14][CH2:13][O:12][CH2:17][CH2:16]1)=[O:9]. The yield is 0.659.